Task: Binary Classification. Given a drug SMILES string, predict its activity (active/inactive) in a high-throughput screening assay against a specified biological target.. Dataset: HIV replication inhibition screening data with 41,000+ compounds from the AIDS Antiviral Screen (1) The molecule is CCN(Cc1cccc(S(=O)(=O)O)c1)c1ccc(C(=C2C=CC(=[N+](CC)Cc3cccc(S(=O)(=O)O)c3)C=C2)c2ccc(S(=O)(=O)O)cc2)cc1. The result is 0 (inactive). (2) The compound is CCN(CC)CCOc1ccc(C(C#N)=C(c2ccccc2)c2ccccc2)cc1. The result is 0 (inactive).